Dataset: Blood-brain barrier penetration binary classification data from Martins et al.. Task: Regression/Classification. Given a drug SMILES string, predict its absorption, distribution, metabolism, or excretion properties. Task type varies by dataset: regression for continuous measurements (e.g., permeability, clearance, half-life) or binary classification for categorical outcomes (e.g., BBB penetration, CYP inhibition). Dataset: bbb_martins. (1) The compound is C=C1CC2C3CCC4=CC(=O)C=CC4(C)C3C(O)CC2(C)C1(O)C(=O)CO. The result is 1 (penetrates BBB). (2) The drug is CCC(N)Cc1c[nH]c2ccccc12. The result is 1 (penetrates BBB). (3) The compound is CC1(C)S[C@@H]2[C@H](NC(=O)[C@@H](N=Cc3ccco3)c3ccc(O)cc3)C(=O)N2[C@H]1C(=O)O. The result is 0 (does not penetrate BBB). (4) The compound is CC1(C)S[C@@H]2[C@H](NC(=O)[C@H](NC(=O)Nc3cnc(Nc4ccc(S(N)(=O)=O)cc4)[nH]c3=O)c3ccc(O)cc3)C(=O)N2[C@H]1C(=O)O. The result is 0 (does not penetrate BBB). (5) The drug is CN1/C(=C(/O)Nc2ccccn2)C(=O)c2ccccc2S1(=O)=O. The result is 0 (does not penetrate BBB). (6) The molecule is O=c1c(O[C@@H]2O[C@H](CO)[C@@H](O)[C@H](O)[C@H]2O)c(-c2ccc(O)c(O)c2)oc2cc(O)cc(O)c12. The result is 0 (does not penetrate BBB). (7) The drug is COc1ccc([C@@H]2Sc3ccccc3N(CCN(C)C)C(=O)[C@@H]2OC(C)=O)cc1. The result is 1 (penetrates BBB).